From a dataset of Reaction yield outcomes from USPTO patents with 853,638 reactions. Predict the reaction yield, written as a fraction of the theoretical maximum amount of product (1.0 means a 100% yield; for example, 0.34 means a 34% yield). (1) The catalyst is O1CCCC1.O. The yield is 0.830. The reactants are [N:1]1[CH:6]=[CH:5][CH:4]=[C:3]([N:7]2[CH:11]=[C:10]([NH2:12])[CH:9]=[N:8]2)[CH:2]=1.[C:13](O[C:13]([O:15][C:16]([CH3:19])([CH3:18])[CH3:17])=[O:14])([O:15][C:16]([CH3:19])([CH3:18])[CH3:17])=[O:14].C(=O)(O)[O-].[Na+]. The product is [N:1]1[CH:6]=[CH:5][CH:4]=[C:3]([N:7]2[CH:11]=[C:10]([NH:12][C:13](=[O:14])[O:15][C:16]([CH3:19])([CH3:18])[CH3:17])[CH:9]=[N:8]2)[CH:2]=1. (2) The reactants are [NH:1]1[C:9]2[C:4](=[CH:5][CH:6]=[CH:7][CH:8]=2)[CH2:3][CH2:2]1.C([Li])CCC.[CH2:15](Br)[C:16]1[CH:21]=[CH:20][CH:19]=[CH:18][CH:17]=1.C(OCC)(=O)C. The catalyst is O1CCCC1.CCCCCC. The product is [CH2:15]([N:1]1[C:9]2[C:4](=[CH:5][CH:6]=[CH:7][CH:8]=2)[CH2:3][CH2:2]1)[C:16]1[CH:21]=[CH:20][CH:19]=[CH:18][CH:17]=1. The yield is 0.990. (3) The reactants are [CH2:1]([OH:5])[CH2:2][C:3]#[CH:4].N1C=CC=CC=1.[C:12]1([CH3:22])[CH:17]=[CH:16][C:15]([S:18](Cl)(=[O:20])=[O:19])=[CH:14][CH:13]=1. The catalyst is C(Cl)Cl. The product is [CH3:22][C:12]1[CH:17]=[CH:16][C:15]([S:18]([O:5][CH2:1][CH2:2][C:3]#[CH:4])(=[O:20])=[O:19])=[CH:14][CH:13]=1. The yield is 0.160. (4) The reactants are [F:1][C:2]1[C:3]([NH2:17])=[N:4][C:5]([O:8][CH2:9][C:10]2[CH:15]=[CH:14][C:13]([F:16])=[CH:12][CH:11]=2)=[N:6][CH:7]=1.CC([O-])(C)C.[K+].CC(O)(C)C.[N+:29]([C:32]1[CH:37]=[CH:36][CH:35]=[CH:34][C:33]=1[S:38]Cl)([O-:31])=[O:30].Cl. The catalyst is O. The product is [F:1][C:2]1[C:3]([NH:17][S:38][C:33]2[CH:34]=[CH:35][CH:36]=[CH:37][C:32]=2[N+:29]([O-:31])=[O:30])=[N:4][C:5]([O:8][CH2:9][C:10]2[CH:11]=[CH:12][C:13]([F:16])=[CH:14][CH:15]=2)=[N:6][CH:7]=1. The yield is 0.260. (5) The reactants are [CH3:1][C:2]1[CH:8]=[CH:7][C:5]([NH2:6])=[CH:4][C:3]=1[N+:9]([O-:11])=[O:10].C(N(CC)CC)C.[Cl:19][CH2:20][C:21](Cl)=[O:22]. The catalyst is C1COCC1. The product is [Cl:19][CH2:20][C:21]([NH:6][C:5]1[CH:7]=[CH:8][C:2]([CH3:1])=[C:3]([N+:9]([O-:11])=[O:10])[CH:4]=1)=[O:22]. The yield is 0.900. (6) The reactants are [C:1]([C:5]1[N:10]=[C:9]([N:11]2[CH2:16][CH2:15][O:14][CH2:13][CH2:12]2)[C:8]([C:17]([O:19]CC)=[O:18])=[CH:7][N:6]=1)([CH3:4])([CH3:3])[CH3:2].O[Li].O. The catalyst is C1COCC1.CCO.O. The product is [C:1]([C:5]1[N:10]=[C:9]([N:11]2[CH2:12][CH2:13][O:14][CH2:15][CH2:16]2)[C:8]([C:17]([OH:19])=[O:18])=[CH:7][N:6]=1)([CH3:4])([CH3:2])[CH3:3]. The yield is 0.460. (7) The reactants are [CH3:1][O:2][CH2:3][CH2:4][O:5][C:6]1[CH:11]=[CH:10][C:9]([N+:12]([O-])=O)=[CH:8][CH:7]=1.[NH4+].[Cl-]. The catalyst is C1COCC1.O.[Fe]. The product is [CH3:1][O:2][CH2:3][CH2:4][O:5][C:6]1[CH:11]=[CH:10][C:9]([NH2:12])=[CH:8][CH:7]=1. The yield is 0.567. (8) The reactants are [C:1]([C:3]1[C:4]([I:15])=[C:5]([C:10]([O:12]CC)=[O:11])[S:6][C:7]=1[S:8][CH3:9])#[N:2].[OH-].[Na+]. The catalyst is O1CCCC1.O. The product is [C:1]([C:3]1[C:4]([I:15])=[C:5]([C:10]([OH:12])=[O:11])[S:6][C:7]=1[S:8][CH3:9])#[N:2]. The yield is 0.790.